Dataset: Reaction yield outcomes from USPTO patents with 853,638 reactions. Task: Predict the reaction yield, written as a fraction of the theoretical maximum amount of product (1.0 means a 100% yield; for example, 0.34 means a 34% yield). (1) The reactants are C1C=CC(P(C2C=CC=CC=2)C2C=CC=CC=2)=CC=1.Br[C:21]1[CH:22]=[C:23]([C:31]2[CH:36]=[CH:35][CH:34]=[C:33]([C:37]([CH3:45])([CH3:44])[O:38][SiH2:39][C:40]([CH3:43])([CH3:42])[CH3:41])[CH:32]=2)[N:24]2[C:29]=1[C:28]([NH2:30])=[N:27][CH:26]=[N:25]2.[CH2:46]([N:53]1[CH:61]=[C:60]2[C:55]([CH:56]=[C:57](B3OC(C)(C)C(C)(C)O3)[CH:58]=[CH:59]2)=[N:54]1)[C:47]1[CH:52]=[CH:51][CH:50]=[CH:49][CH:48]=1.C([O-])([O-])=O.[Na+].[Na+]. The catalyst is CC([O-])=O.CC([O-])=O.[Pd+2].O1CCOCC1.C1(C)C=CC=CC=1. The product is [CH2:46]([N:53]1[CH:61]=[C:60]2[C:55]([CH:56]=[C:57]([C:21]3[CH:22]=[C:23]([C:31]4[CH:36]=[CH:35][CH:34]=[C:33]([C:37]([CH3:45])([CH3:44])[O:38][SiH2:39][C:40]([CH3:43])([CH3:41])[CH3:42])[CH:32]=4)[N:24]4[C:29]=3[C:28]([NH2:30])=[N:27][CH:26]=[N:25]4)[CH:58]=[CH:59]2)=[N:54]1)[C:47]1[CH:52]=[CH:51][CH:50]=[CH:49][CH:48]=1. The yield is 0.660. (2) The reactants are [C:1]([O:5][C:6]([N:8]1[CH2:12][CH2:11][C@@H:10]([CH2:13][C:14]([OH:16])=O)[CH2:9]1)=[O:7])([CH3:4])([CH3:3])[CH3:2].[NH:17]([C:19]1[N:20]=[C:21]2[CH:27]=[CH:26][N:25]([S:28]([C:31]3[CH:37]=[CH:36][C:34]([CH3:35])=[CH:33][CH:32]=3)(=[O:30])=[O:29])[C:22]2=[N:23][CH:24]=1)[NH2:18].CN(C(ON1N=NC2C=CC=NC1=2)=[N+](C)C)C.F[P-](F)(F)(F)(F)F. The catalyst is CN(C=O)C.CCOC(C)=O. The product is [O:16]=[C:14]([NH:18][NH:17][C:19]1[N:20]=[C:21]2[CH:27]=[CH:26][N:25]([S:28]([C:31]3[CH:37]=[CH:36][C:34]([CH3:35])=[CH:33][CH:32]=3)(=[O:30])=[O:29])[C:22]2=[N:23][CH:24]=1)[CH2:13][C@@H:10]1[CH2:11][CH2:12][N:8]([C:6]([O:5][C:1]([CH3:2])([CH3:3])[CH3:4])=[O:7])[CH2:9]1. The yield is 1.00.